From a dataset of Reaction yield outcomes from USPTO patents with 853,638 reactions. Predict the reaction yield, written as a fraction of the theoretical maximum amount of product (1.0 means a 100% yield; for example, 0.34 means a 34% yield). (1) The reactants are [Br:1][C:2]1[CH:3]=[CH:4][C:5]2[NH:6][C:7]3[C:12]([C:13]=2[CH:14]=1)=[CH:11][CH:10]=[CH:9][CH:8]=3.I[C:16]1[CH:17]=[C:18]([C:28]2[CH:33]=[CH:32][CH:31]=[CH:30][CH:29]=2)[CH:19]=[C:20]([C:22]2[CH:27]=[CH:26][CH:25]=[CH:24][CH:23]=2)[CH:21]=1.C(=O)([O-])[O-].[K+].[K+].C1OCCOCCOCCOCCOCCOC1. The catalyst is CC1C=CC(C)=CC=1.[Cu]. The product is [Br:1][C:2]1[CH:3]=[CH:4][C:5]2[N:6]([C:16]3[CH:21]=[C:20]([C:22]4[CH:27]=[CH:26][CH:25]=[CH:24][CH:23]=4)[CH:19]=[C:18]([C:28]4[CH:33]=[CH:32][CH:31]=[CH:30][CH:29]=4)[CH:17]=3)[C:7]3[C:12]([C:13]=2[CH:14]=1)=[CH:11][CH:10]=[CH:9][CH:8]=3. The yield is 0.530. (2) The reactants are [CH3:1][C:2]1[CH:7]=[C:6]([C:8](=[O:10])[CH3:9])[CH:5]=[CH:4][N:3]=1.[Br:11]Br. The catalyst is Br.C(O)(=O)C. The product is [BrH:11].[Br:11][CH2:9][C:8]([C:6]1[CH:5]=[CH:4][N:3]=[C:2]([CH3:1])[CH:7]=1)=[O:10]. The yield is 0.800. (3) The reactants are CCN(C(C)C)C(C)C.[F:10][C:11]1[CH:16]=[CH:15][C:14]([C:17]2[O:18][C:19]3[CH:29]=[CH:28][C:27]([C:30]4[CH:31]=[C:32]([CH:42]=[CH:43][CH:44]=4)[C:33]([NH:35][C:36]([CH3:41])([CH3:40])[C:37]([OH:39])=O)=[O:34])=[CH:26][C:20]=3[C:21]=2[C:22](=[O:25])[NH:23][CH3:24])=[CH:13][CH:12]=1.[CH3:45][C:46]1[CH:50]=[C:49]([NH2:51])[O:48][N:47]=1.[H-].[Na+]. The catalyst is CN(C=O)C.CO. The product is [F:10][C:11]1[CH:16]=[CH:15][C:14]([C:17]2[O:18][C:19]3[CH:29]=[CH:28][C:27]([C:30]4[CH:44]=[CH:43][CH:42]=[C:32]([C:33](=[O:34])[NH:35][C:36]([CH3:41])([CH3:40])[C:37]([NH:51][C:49]5[O:48][N:47]=[C:46]([CH3:45])[CH:50]=5)=[O:39])[CH:31]=4)=[CH:26][C:20]=3[C:21]=2[C:22]([NH:23][CH3:24])=[O:25])=[CH:13][CH:12]=1. The yield is 0.110. (4) The reactants are [C:1]1([N+:7]2[N-:8]O[C:10](=O)[CH:11]=2)[CH:6]=[CH:5][CH:4]=[CH:3][CH:2]=1.[C:13]1([CH2:19][CH2:20]C#C)[CH:18]=[CH:17][CH:16]=[CH:15][CH:14]=1.[C:23](OCC)(=O)C. No catalyst specified. The product is [CH2:20]([C:10]1[CH:23]=[N:8][N:7]([C:1]2[CH:6]=[CH:5][CH:4]=[CH:3][CH:2]=2)[CH:11]=1)[CH2:19][C:13]1[CH:18]=[CH:17][CH:16]=[CH:15][CH:14]=1. The yield is 0.960. (5) The yield is 0.230. The product is [C:30]([NH:29][C:28]1[N:27]2[C:23]([S:24][CH:25]=[CH:26]2)=[N:22][C:21]=1[C:19]1[S:20][C:16]([C:4]#[C:3][Si:2]([CH3:6])([CH3:5])[CH3:1])=[CH:17][CH:18]=1)([CH3:33])([CH3:31])[CH3:32]. The reactants are [CH3:1][Si:2]([CH3:6])([CH3:5])[C:3]#[CH:4].N12CCN(CC1)CC2.Br[C:16]1[S:20][C:19]([C:21]2[N:22]=[C:23]3[N:27]([C:28]=2[NH:29][C:30]([CH3:33])([CH3:32])[CH3:31])[CH:26]=[CH:25][S:24]3)=[CH:18][CH:17]=1.C(Cl)Cl. The catalyst is C(#N)C. (6) The reactants are [NH2:1][C:2]1[C:7]2[O:8][CH2:9][CH2:10][N:11]([C:12]([O:14][C:15]([CH3:18])([CH3:17])[CH3:16])=[O:13])[C:6]=2[CH:5]=[CH:4][N:3]=1.Br[CH:20]([CH3:28])[C:21](=O)[C:22]([O:24][CH2:25][CH3:26])=[O:23]. The catalyst is C1COCC1. The product is [CH3:28][C:20]1[N:3]2[C:2]([C:7]3[O:8][CH2:9][CH2:10][N:11]([C:12]([O:14][C:15]([CH3:18])([CH3:17])[CH3:16])=[O:13])[C:6]=3[CH:5]=[CH:4]2)=[N:1][C:21]=1[C:22]([O:24][CH2:25][CH3:26])=[O:23]. The yield is 0.250. (7) The reactants are C([O:3][C:4]([C:6]1[CH:7]=[C:8]([CH:19]=[CH:20][CH:21]=1)[O:9][C:10]1[CH:15]=[CH:14][C:13]([N+:16]([O-:18])=[O:17])=[CH:12][CH:11]=1)=[O:5])C.C1COCC1.O.O[Li].O. The catalyst is O. The product is [C:4]([C:6]1[CH:7]=[C:8]([CH:19]=[CH:20][CH:21]=1)[O:9][C:10]1[CH:11]=[CH:12][C:13]([N+:16]([O-:18])=[O:17])=[CH:14][CH:15]=1)([OH:5])=[O:3]. The yield is 0.950. (8) The yield is 0.849. The product is [CH3:15][O:14][C:10](=[O:13])[CH2:11][CH2:12][C:5]([C:4]1[CH:7]=[CH:8][CH:9]=[C:2]([F:1])[CH:3]=1)=[O:6]. The catalyst is CN(C)C=O. The reactants are [F:1][C:2]1[CH:3]=[C:4]([CH:7]=[CH:8][CH:9]=1)[CH:5]=[O:6].[C:10]([O:14][CH3:15])(=[O:13])[CH:11]=[CH2:12].[C-]#N.[K+].O.